From a dataset of Catalyst prediction with 721,799 reactions and 888 catalyst types from USPTO. Predict which catalyst facilitates the given reaction. Reactant: Cl[C:2]1[C:11]2[N:12]=[CH:13][O:14][C:10]=2[C:9]2[CH:8]=[C:7]([Cl:15])[CH:6]=[CH:5][C:4]=2[N:3]=1.[CH3:16][N:17]1[CH2:22][CH2:21][NH:20][CH2:19][CH2:18]1.CCN(CC)CC. Product: [Cl:15][C:7]1[CH:6]=[CH:5][C:4]2[N:3]=[C:2]([N:20]3[CH2:21][CH2:22][N:17]([CH3:16])[CH2:18][CH2:19]3)[C:11]3[N:12]=[CH:13][O:14][C:10]=3[C:9]=2[CH:8]=1. The catalyst class is: 14.